The task is: Binary Classification. Given a drug SMILES string, predict its activity (active/inactive) in a high-throughput screening assay against a specified biological target.. This data is from Tyrosyl-DNA phosphodiesterase HTS with 341,365 compounds. The drug is S(c1c(C(C)C)cnc2n(c(=O)n(c(=O)c12)C)C)Cc1ccc([N+]([O-])=O)cc1. The result is 0 (inactive).